This data is from Full USPTO retrosynthesis dataset with 1.9M reactions from patents (1976-2016). The task is: Predict the reactants needed to synthesize the given product. (1) Given the product [Br:1][C:2]1[CH:3]=[C:4]2[C:8](=[CH:9][CH:10]=1)[CH:7]([CH3:11])[N:6]([C:17]([O:16][C:12]([CH3:15])([CH3:14])[CH3:13])=[O:18])[CH2:5]2, predict the reactants needed to synthesize it. The reactants are: [Br:1][C:2]1[CH:3]=[C:4]2[C:8](=[CH:9][CH:10]=1)[CH:7]([CH3:11])[NH:6][CH2:5]2.[C:12]([O:16][C:17](O[C:17]([O:16][C:12]([CH3:15])([CH3:14])[CH3:13])=[O:18])=[O:18])([CH3:15])([CH3:14])[CH3:13]. (2) Given the product [CH:1]1([CH2:4][NH:5][C:13]2[CH:18]=[C:17]([C:19]3[O:20][CH:21]=[C:22]([C:24]([NH:25][C:26]4[C:27]([N:32]5[CH2:36][CH2:35][N:34]([CH2:37][CH2:38][OH:39])[C:33]5=[O:40])=[N:28][N:29]([CH3:31])[CH:30]=4)=[O:41])[N:23]=3)[CH:16]=[CH:15][N:14]=2)[CH2:2][CH2:3]1, predict the reactants needed to synthesize it. The reactants are: [CH:1]1([CH2:4][N:5]([C:13]2[CH:18]=[C:17]([C:19]3[O:20][CH:21]=[C:22]([C:24](=[O:41])[NH:25][C:26]4[C:27]([N:32]5[CH2:36][CH2:35][N:34]([CH2:37][CH2:38][OH:39])[C:33]5=[O:40])=[N:28][N:29]([CH3:31])[CH:30]=4)[N:23]=3)[CH:16]=[CH:15][N:14]=2)C(=O)OC(C)(C)C)[CH2:3][CH2:2]1.C(OC(=O)C)C.Cl. (3) Given the product [NH2:8][C@H:9]([C:22]([N:24]1[CH2:25][CH2:26][CH:27]([N:30]2[N:39]=[C:38]([C:40]3[CH:45]=[CH:44][C:43]([O:46][CH3:47])=[C:42]([O:48][CH3:49])[CH:41]=3)[C@@H:37]3[C@@H:32]([CH2:33][CH2:34][CH2:35][CH2:36]3)[C:31]2=[O:50])[CH2:28][CH2:29]1)=[O:23])[CH2:10][CH2:11][C:12]([O:14][CH2:15][C:16]1[CH:21]=[CH:20][CH:19]=[CH:18][CH:17]=1)=[O:13], predict the reactants needed to synthesize it. The reactants are: C(OC([NH:8][C@H:9]([C:22]([N:24]1[CH2:29][CH2:28][CH:27]([N:30]2[N:39]=[C:38]([C:40]3[CH:45]=[CH:44][C:43]([O:46][CH3:47])=[C:42]([O:48][CH3:49])[CH:41]=3)[C@@H:37]3[C@@H:32]([CH2:33][CH2:34][CH2:35][CH2:36]3)[C:31]2=[O:50])[CH2:26][CH2:25]1)=[O:23])[CH2:10][CH2:11][C:12]([O:14][CH2:15][C:16]1[CH:21]=[CH:20][CH:19]=[CH:18][CH:17]=1)=[O:13])=O)(C)(C)C. (4) The reactants are: C(Cl)(=O)C(Cl)=O.CN(C=O)C.[CH:12]1([C:15]2[CH:20]=[C:19]([F:21])[CH:18]=[CH:17][C:16]=2[N:22]2[C:26]([CH3:27])=[C:25]([C:28]([OH:30])=O)[N:24]=[N:23]2)[CH2:14][CH2:13]1.[NH2:31][C:32]1[C:33](=[O:45])[N:34]([CH:39]2[CH2:44][CH2:43][CH2:42][CH2:41][CH2:40]2)[N:35]([CH3:38])[C:36]=1[CH3:37].C(N(CC)CC)C. Given the product [CH:39]1([N:34]2[C:33](=[O:45])[C:32]([NH:31][C:28]([C:25]3[N:24]=[N:23][N:22]([C:16]4[CH:17]=[CH:18][C:19]([F:21])=[CH:20][C:15]=4[CH:12]4[CH2:13][CH2:14]4)[C:26]=3[CH3:27])=[O:30])=[C:36]([CH3:37])[N:35]2[CH3:38])[CH2:40][CH2:41][CH2:42][CH2:43][CH2:44]1, predict the reactants needed to synthesize it. (5) The reactants are: [Cl:1][C:2]1[CH:3]=[C:4]([N:9]2[C:13](=[O:14])[C:12]([I:15])=[C:11](I)[C:10]2=[O:17])[CH:5]=[CH:6][C:7]=1[Cl:8].[NH:18]1[CH2:23][CH2:22][O:21][CH2:20][CH2:19]1. Given the product [Cl:1][C:2]1[CH:3]=[C:4]([N:9]2[C:10](=[O:17])[C:11]([N:18]3[CH2:23][CH2:22][O:21][CH2:20][CH2:19]3)=[C:12]([I:15])[C:13]2=[O:14])[CH:5]=[CH:6][C:7]=1[Cl:8], predict the reactants needed to synthesize it. (6) Given the product [C:13]([C:12]1[CH:15]=[C:8]([C:5]2[N:6]=[CH:7][C:2]([C:27]3[C:22]([CH2:20][CH3:21])=[C:23]([O:37][CH2:38][CH2:39][CH2:40][C:41]([O:43][CH2:44][CH3:45])=[O:42])[CH:24]=[CH:25][CH:26]=3)=[CH:3][N:4]=2)[CH:9]=[CH:10][C:11]=1[O:37][CH:23]([CH3:24])[CH3:22])#[N:14], predict the reactants needed to synthesize it. The reactants are: Br[C:2]1[CH:3]=[N:4][C:5]([C:8]2[CH:9]=[CH:10][C:11](CC(C)C)=[C:12]([CH:15]=2)[C:13]#[N:14])=[N:6][CH:7]=1.[CH2:20]([C:22]1[C:27](B2OC(C)(C)C(C)(C)O2)=[CH:26][CH:25]=[CH:24][C:23]=1[O:37][CH2:38][CH2:39][CH2:40][C:41]([O:43][CH2:44][CH3:45])=[O:42])[CH3:21].P([O-])([O-])([O-])=O.[K+].[K+].[K+]. (7) Given the product [ClH:16].[F:1][C:2]([F:11])([F:12])[C:3]1[CH:10]=[CH:9][C:6]([C:7]([NH2:17])=[NH:8])=[CH:5][CH:4]=1, predict the reactants needed to synthesize it. The reactants are: [F:1][C:2]([F:12])([F:11])[C:3]1[CH:10]=[CH:9][C:6]([C:7]#[N:8])=[CH:5][CH:4]=1.C[O-].[Na+].[Cl-:16].[NH4+:17]. (8) Given the product [CH2:1]([CH:3]1[C:8]([C:9]2[CH:24]=[CH:23][C:12]3[N:13]=[C:14]([C:16]4[CH:21]=[CH:20][C:19]([O:22][CH2:27][C:28]5[N:33]=[CH:32][CH:31]=[CH:30][N:29]=5)=[CH:18][CH:17]=4)[O:15][C:11]=3[CH:10]=2)=[N:7][NH:6][C:5](=[O:25])[CH2:4]1)[CH3:2], predict the reactants needed to synthesize it. The reactants are: [CH2:1]([CH:3]1[C:8]([C:9]2[CH:24]=[CH:23][C:12]3[N:13]=[C:14]([C:16]4[CH:21]=[CH:20][C:19]([OH:22])=[CH:18][CH:17]=4)[O:15][C:11]=3[CH:10]=2)=[N:7][NH:6][C:5](=[O:25])[CH2:4]1)[CH3:2].Cl[CH2:27][C:28]1[N:33]=[CH:32][CH:31]=[CH:30][N:29]=1.C(=O)([O-])[O-].[K+].[K+]. (9) Given the product [CH2:20]([O:22][Si:13]([O:14][CH2:15][CH3:16])([O:17][CH2:18][CH3:19])[CH2:5][CH2:6][CH2:7][N:8]1[CH2:12][CH2:11][N:10]=[CH:9]1)[CH3:21], predict the reactants needed to synthesize it. The reactants are: C[Li].[SiH4].C[CH:5]([SiH:13]([O:17][CH2:18][CH3:19])[O:14][CH2:15][CH3:16])[CH2:6][CH2:7][N:8]1[CH2:12][CH2:11][N:10]=[CH:9]1.[CH2:20]([O:22]CC)[CH3:21]. (10) Given the product [Br:36][C:37]1[C:38]([O:48][CH3:49])=[C:21]([C:22]2[N:23]=[C:25]([C:6]3[CH:7]=[C:2]([Cl:1])[C:3]([O:71][CH:51]([CH3:52])[CH3:50])=[N:4][CH:5]=3)[O:35][N:34]=2)[CH:20]=[C:41]([F:43])[CH:42]=1, predict the reactants needed to synthesize it. The reactants are: [Cl:1][C:2]1[C:3](C(O)=O)=[N:4][CH:5]=[C:6](OC(C)C)[CH:7]=1.CCN=C=N[CH2:20][CH2:21][CH2:22][N:23]([CH3:25])C.C1C=CC2[N:34]([OH:35])N=NC=2C=1.[Br:36][C:37]1[C:38]([O:48][CH3:49])=C(C(=N)NO)C=[C:41]([F:43])[CH:42]=1.[CH3:50][CH2:51][CH2:52]C[N+](CCCC)(CCCC)CCCC.[F-].C1C[O:71]CC1.